Predict the reaction yield, written as a fraction of the theoretical maximum amount of product (1.0 means a 100% yield; for example, 0.34 means a 34% yield). From a dataset of Reaction yield outcomes from USPTO patents with 853,638 reactions. (1) The reactants are [F:1][C@H:2]1[CH2:7][CH2:6][C@@H:5]([C:8](O)=[O:9])[C@H:4]([C:11]([O:13][CH3:14])=[O:12])[CH2:3]1.C(Cl)(=O)C([Cl:18])=O. The catalyst is C(Cl)Cl.CN(C=O)C. The product is [Cl:18][C:8]([C@@H:5]1[CH2:6][CH2:7][C@H:2]([F:1])[CH2:3][C@H:4]1[C:11]([O:13][CH3:14])=[O:12])=[O:9]. The yield is 0.970. (2) The reactants are [Cl:1][C:2]1[CH:7]=[C:6](B2OC(C)(C)C(C)(C)O2)[CH:5]=[CH:4][C:3]=1[NH:17][C:18](=[O:24])[O:19][C:20]([CH3:23])([CH3:22])[CH3:21].Cl[C:26]1[C:31]([CH3:32])=[N:30][CH:29]=[CH:28][N:27]=1.C([O-])([O-])=O.[Na+].[Na+]. The catalyst is O. The product is [Cl:1][C:2]1[CH:7]=[C:6]([C:26]2[C:31]([CH3:32])=[N:30][CH:29]=[CH:28][N:27]=2)[CH:5]=[CH:4][C:3]=1[NH:17][C:18](=[O:24])[O:19][C:20]([CH3:21])([CH3:22])[CH3:23]. The yield is 0.750. (3) The reactants are [C:1]([C:5]1[CH:9]=[C:8]([NH:10][C:11]([NH:13][C@@H:14]2[C:23]3[C:18](=[CH:19][CH:20]=[CH:21][CH:22]=3)[C@H:17]([O:24][C:25]3[CH:26]=[CH:27][C:28]4[N:29]([C:31]([N:34]5[C@H:39]([CH3:40])[CH2:38][CH2:37][CH2:36][C@@H:35]5[CH3:41])=[N:32][N:33]=4)[CH:30]=3)[CH2:16][CH2:15]2)=[O:12])[N:7]([C:42]2[CH:43]=[C:44]([CH:51]=[CH:52][CH:53]=2)[CH2:45][O:46]S(C)(=O)=O)[N:6]=1)([CH3:4])([CH3:3])[CH3:2].CCN(C(C)C)C(C)C.[NH:63]1[CH2:68][CH2:67][O:66][CH2:65][CH2:64]1. The catalyst is C1COCC1. The product is [CH:45]([OH:46])=[O:66].[C:1]([C:5]1[CH:9]=[C:8]([NH:10][C:11]([NH:13][C@@H:14]2[C:23]3[C:18](=[CH:19][CH:20]=[CH:21][CH:22]=3)[C@H:17]([O:24][C:25]3[CH:26]=[CH:27][C:28]4[N:29]([C:31]([N:34]5[C@H:35]([CH3:41])[CH2:36][CH2:37][CH2:38][C@@H:39]5[CH3:40])=[N:32][N:33]=4)[CH:30]=3)[CH2:16][CH2:15]2)=[O:12])[N:7]([C:42]2[CH:53]=[CH:52][CH:51]=[C:44]([CH2:45][N:63]3[CH2:68][CH2:67][O:66][CH2:65][CH2:64]3)[CH:43]=2)[N:6]=1)([CH3:4])([CH3:2])[CH3:3]. The yield is 0.190. (4) The reactants are [C:1]([O:5][C:6](=[O:13])[N:7]([CH2:9][CH2:10][CH2:11][NH2:12])[CH3:8])([CH3:4])([CH3:3])[CH3:2].C(N(CC)C(C)C)(C)C.[CH:23]1([C:27](Cl)=[O:28])[CH2:26][CH2:25][CH2:24]1. The catalyst is C(Cl)Cl. The product is [C:1]([O:5][C:6](=[O:13])[N:7]([CH2:9][CH2:10][CH2:11][NH:12][C:27]([CH:23]1[CH2:26][CH2:25][CH2:24]1)=[O:28])[CH3:8])([CH3:4])([CH3:2])[CH3:3]. The yield is 0.490. (5) The reactants are [I-].ClC1C=CC=C[N+]=1C.[F:10][C:11]1[CH:22]=[CH:21][C:14]2[C:15](=S)[NH:16][C:17](=[O:19])[O:18][C:13]=2[CH:12]=1.[C:23]([C:25]1([NH:34][C:35](=[O:45])[CH:36]([NH2:44])[CH2:37][CH2:38][C:39]([CH3:43])([CH3:42])[CH2:40][CH3:41])[CH2:30][CH2:29][N:28]([CH2:31][CH2:32][CH3:33])[CH2:27][CH2:26]1)#[N:24].C(N(CC)C(C)C)(C)C. The catalyst is C1COCC1. The product is [C:23]([C:25]1([NH:34][C:35](=[O:45])[CH:36]([NH:44][C:15]2[C:14]3[CH:21]=[CH:22][C:11]([F:10])=[CH:12][C:13]=3[O:18][C:17](=[O:19])[N:16]=2)[CH2:37][CH2:38][C:39]([CH3:43])([CH3:42])[CH2:40][CH3:41])[CH2:26][CH2:27][N:28]([CH2:31][CH2:32][CH3:33])[CH2:29][CH2:30]1)#[N:24]. The yield is 0.470. (6) The reactants are C1(CN2C(=O)C(CCCN3CCN(C)CC3)=CC(C3C=CC(OC)=C(F)C=3)=N2)CC1.[F:31][C:32]1[CH:37]=[CH:36][C:35]([C:38]2[CH:39]=[C:40]([C:45]([O:47]C)=[O:46])[C:41](=[O:44])[NH:42][N:43]=2)=[CH:34][C:33]=1[CH3:49].[Cl:50][C:51]1[CH:58]=[CH:57][C:54]([CH2:55]Cl)=[CH:53][CH:52]=1.FC1C=C(F)C=CC=1C1C=C(COS(C)(=O)=O)C(=O)N(CC(C)C)N=1. No catalyst specified. The product is [C:45]([C:40]1[C:41](=[O:44])[N:42]([CH2:55][C:54]2[CH:57]=[CH:58][C:51]([Cl:50])=[CH:52][CH:53]=2)[N:43]=[C:38]([C:35]2[CH:36]=[CH:37][C:32]([F:31])=[C:33]([CH3:49])[CH:34]=2)[CH:39]=1)([OH:47])=[O:46]. The yield is 0.465.